This data is from Full USPTO retrosynthesis dataset with 1.9M reactions from patents (1976-2016). The task is: Predict the reactants needed to synthesize the given product. (1) Given the product [C:1]1([C:7]2[CH:16]=[CH:15][C:14]3[C:9](=[CH:10][CH:11]=[C:12]([NH2:17])[CH:13]=3)[N:8]=2)[CH:2]=[CH:3][CH:4]=[CH:5][CH:6]=1, predict the reactants needed to synthesize it. The reactants are: [C:1]1([C:7]2[CH:16]=[CH:15][C:14]3[C:9](=[CH:10][CH:11]=[C:12]([N+:17]([O-])=O)[CH:13]=3)[N:8]=2)[CH:6]=[CH:5][CH:4]=[CH:3][CH:2]=1. (2) Given the product [ClH:18].[C:25]([C:24]1[C:19]([N:13]2[C:12]3[CH:14]=[CH:15][CH:16]=[CH:17][C:11]=3[N:10]=[C:9]2[CH:1]=[CH:2][C:3]2[CH:4]=[CH:5][CH:6]=[CH:7][CH:8]=2)=[N:20][CH:21]=[CH:22][CH:23]=1)#[N:26], predict the reactants needed to synthesize it. The reactants are: [CH:1]([C:9]1[NH:13][C:12]2[CH:14]=[CH:15][CH:16]=[CH:17][C:11]=2[N:10]=1)=[CH:2][C:3]1[CH:8]=[CH:7][CH:6]=[CH:5][CH:4]=1.[Cl:18][C:19]1[C:24]([C:25]#[N:26])=[CH:23][CH:22]=[CH:21][N:20]=1.N1C=CC=CC=1N1C2C=CC=CC=2N=C1/C=C/C1C=CC=CC=1.Cl. (3) Given the product [OH:28][C@@H:27]([CH2:26][OH:25])[CH2:29][O:30][NH:31][C:20]([C:11]1[C:12]2[CH2:18][CH2:17][C:16](=[O:19])[C:13]=2[N:14]([CH3:15])[C:10]=1[NH:9][C:3]1[CH:4]=[CH:5][C:6]([I:8])=[CH:7][C:2]=1[F:1])=[O:21], predict the reactants needed to synthesize it. The reactants are: [F:1][C:2]1[CH:7]=[C:6]([I:8])[CH:5]=[CH:4][C:3]=1[NH:9][C:10]1[N:14]([CH3:15])[C:13]2[C:16](=[O:19])[CH2:17][CH2:18][C:12]=2[C:11]=1[C:20](O)=[O:21].CC1(C)[O:28][C@H:27]([CH2:29][O:30][NH2:31])[CH2:26][O:25]1.C1C=CC2N(O)N=NC=2C=1.C(Cl)CCl.C1(C)C=CC(S(O)(=O)=O)=CC=1. (4) Given the product [Cl:1][C:2]1[CH:3]=[CH:4][C:5]([C@@H:8]([CH3:20])[C:9]([OH:10])=[O:21])=[CH:6][CH:7]=1, predict the reactants needed to synthesize it. The reactants are: [Cl:1][C:2]1[CH:7]=[CH:6][C:5]([C@@H:8]([CH3:20])[C:9](N2[C@H](C(C)C)COC2=O)=[O:10])=[CH:4][CH:3]=1.[OH:21]O.[Li+].[OH-]. (5) Given the product [F:21][C:22]1[CH:23]=[CH:24][C:25]2=[C:26]([CH:47]=1)[O:27][CH2:28][C:29]1[CH:45]=[C:44]([F:46])[CH:43]=[CH:42][C:30]=1/[C:31]/2=[CH:32]\[C:2]1[CH:7]=[CH:6][C:5]([NH:8][C@H:9]([CH3:17])[CH2:10][N:11]2[CH2:16][CH2:15][O:14][CH2:13][CH2:12]2)=[C:4]([N+:18]([O-:20])=[O:19])[CH:3]=1, predict the reactants needed to synthesize it. The reactants are: Br[C:2]1[CH:7]=[CH:6][C:5]([NH:8][C@H:9]([CH3:17])[CH2:10][N:11]2[CH2:16][CH2:15][O:14][CH2:13][CH2:12]2)=[C:4]([N+:18]([O-:20])=[O:19])[CH:3]=1.[F:21][C:22]1[CH:23]=[CH:24][C:25]2=[C:26]([CH:47]=1)[O:27][CH2:28][C:29]1[CH:45]=[C:44]([F:46])[CH:43]=[CH:42][C:30]=1/[C:31]/2=[CH:32]\B1OC(C)(C)C(C)(C)O1.C1(P(C2C=CC=CC=2)C2C=CC=CC=2)C=CC=CC=1.C([O-])(=O)C.[K+].